This data is from Buchwald-Hartwig C-N cross coupling reaction yields with 55,370 reactions. The task is: Predict the reaction yield, written as a fraction of the theoretical maximum amount of product (1.0 means a 100% yield; for example, 0.34 means a 34% yield). (1) The reactants are Brc1ccccn1.Cc1ccc(N)cc1.O=S(=O)(O[Pd]1c2ccccc2-c2ccccc2N~1)C(F)(F)F.COc1ccc(OC)c(P([C@]23C[C@H]4C[C@H](C[C@H](C4)C2)C3)[C@]23C[C@H]4C[C@H](C[C@H](C4)C2)C3)c1-c1c(C(C)C)cc(C(C)C)cc1C(C)C.CN(C)C(=NC(C)(C)C)N(C)C.COC(=O)c1cc(-c2ccco2)on1. No catalyst specified. The product is Cc1ccc(Nc2ccccn2)cc1. The yield is 0.361. (2) The product is COc1ccc(Nc2ccc(C)cc2)cc1. The yield is 0.0430. No catalyst specified. The reactants are COc1ccc(I)cc1.Cc1ccc(N)cc1.O=S(=O)(O[Pd]1c2ccccc2-c2ccccc2N~1)C(F)(F)F.CC(C)c1cc(C(C)C)c(-c2ccccc2P(C2CCCCC2)C2CCCCC2)c(C(C)C)c1.CN(C)C(=NC(C)(C)C)N(C)C.Fc1cccc(F)c1-c1ccno1. (3) The reactants are Clc1cccnc1.Cc1ccc(N)cc1.O=S(=O)(O[Pd]1c2ccccc2-c2ccccc2N~1)C(F)(F)F.COc1ccc(OC)c(P([C@]23C[C@H]4C[C@H](C[C@H](C4)C2)C3)[C@]23C[C@H]4C[C@H](C[C@H](C4)C2)C3)c1-c1c(C(C)C)cc(C(C)C)cc1C(C)C.CCN=P(N=P(N(C)C)(N(C)C)N(C)C)(N(C)C)N(C)C.COC(=O)c1ccno1. No catalyst specified. The product is Cc1ccc(Nc2cccnc2)cc1. The yield is 0.0224.